From a dataset of Reaction yield outcomes from USPTO patents with 853,638 reactions. Predict the reaction yield, written as a fraction of the theoretical maximum amount of product (1.0 means a 100% yield; for example, 0.34 means a 34% yield). (1) The reactants are Br[C:2]1[CH:31]=[CH:30][C:5]([C:6]([N:8]([CH2:22][CH2:23][CH2:24][CH:25]2[CH2:29][CH2:28][CH2:27][CH2:26]2)[C:9]2[CH:10]=[CH:11][C:12]3[C:17](=[O:18])[O:16][C:15]([CH3:20])([CH3:19])[O:14][C:13]=3[CH:21]=2)=[O:7])=[CH:4][CH:3]=1.[Cl:32][C:33]1[CH:38]=[CH:37][C:36]([C:39]#[CH:40])=[CH:35][CH:34]=1. No catalyst specified. The product is [Cl:32][C:33]1[CH:38]=[CH:37][C:36]([C:39]#[C:40][C:2]2[CH:3]=[CH:4][C:5]([C:6]([N:8]([CH2:22][CH2:23][CH2:24][CH:25]3[CH2:29][CH2:28][CH2:27][CH2:26]3)[C:9]3[CH:10]=[CH:11][C:12]4[C:17](=[O:18])[O:16][C:15]([CH3:20])([CH3:19])[O:14][C:13]=4[CH:21]=3)=[O:7])=[CH:30][CH:31]=2)=[CH:35][CH:34]=1. The yield is 0.800. (2) The reactants are [CH3:1][O:2][C:3]1[CH:8]=[CH:7][C:6]([NH:9][C:10]2[C:19]3[C:14](=[CH:15][CH:16]=[CH:17][CH:18]=3)[N:13]=[C:12]([CH3:20])[N:11]=2)=[CH:5][CH:4]=1.[F:21][CH:22]([F:24])Cl.C(=O)([O-])[O-].[Cs+].[Cs+]. The catalyst is CN(C)C=O.C(OCC)(=O)C. The product is [F:21][CH:22]([N:9]([C:6]1[CH:5]=[CH:4][C:3]([O:2][CH3:1])=[CH:8][CH:7]=1)[C:10]1[C:19]2[C:14](=[CH:15][CH:16]=[CH:17][CH:18]=2)[N:13]=[C:12]([CH3:20])[N:11]=1)[F:24]. The yield is 0.320. (3) The reactants are [CH2:1]([O:8][C:9]1[CH:10]=[C:11]([C:23](=[O:39])[CH2:24][C:25]2[CH:30]=[CH:29][C:28]([O:31][CH2:32][C:33]3[CH:38]=[CH:37][CH:36]=[CH:35][CH:34]=3)=[CH:27][CH:26]=2)[CH:12]=[C:13]([O:15][CH2:16][C:17]2[CH:22]=[CH:21][CH:20]=[CH:19][CH:18]=2)[CH:14]=1)[C:2]1[CH:7]=[CH:6][CH:5]=[CH:4][CH:3]=1.[BH4-].[Na+]. The catalyst is CO.C1COCC1. The product is [CH2:16]([O:15][C:13]1[CH:12]=[C:11]([CH:23]([OH:39])[CH2:24][C:25]2[CH:26]=[CH:27][C:28]([O:31][CH2:32][C:33]3[CH:34]=[CH:35][CH:36]=[CH:37][CH:38]=3)=[CH:29][CH:30]=2)[CH:10]=[C:9]([O:8][CH2:1][C:2]2[CH:7]=[CH:6][CH:5]=[CH:4][CH:3]=2)[CH:14]=1)[C:17]1[CH:22]=[CH:21][CH:20]=[CH:19][CH:18]=1. The yield is 0.650. (4) The reactants are FC(F)(F)COP([CH2:13][C:14](=[O:41])[N:15]([C:29]1[CH:37]=[C:36]2[C:32]([CH2:33][CH2:34][N:35]2[C:38](=[O:40])[CH3:39])=[CH:31][CH:30]=1)[CH:16]1[CH2:21][CH2:20][N:19]([CH2:22][C:23]2[CH:28]=[CH:27][CH:26]=[CH:25][CH:24]=2)[CH2:18][CH2:17]1)(=O)OCC(F)(F)F.C1OCCOCCOCCOCCOCCOC1.C[Si]([N-][Si](C)(C)C)(C)C.[K+].[CH:72](=O)[C:73]1[CH:78]=[CH:77][CH:76]=[CH:75][CH:74]=1. The catalyst is C1COCC1. The product is [C:38]([N:35]1[C:36]2[C:32](=[CH:31][CH:30]=[C:29]([N:15]([CH:16]3[CH2:21][CH2:20][N:19]([CH2:22][C:23]4[CH:28]=[CH:27][CH:26]=[CH:25][CH:24]=4)[CH2:18][CH2:17]3)[C:14](=[O:41])/[CH:13]=[CH:72]\[C:73]3[CH:78]=[CH:77][CH:76]=[CH:75][CH:74]=3)[CH:37]=2)[CH2:33][CH2:34]1)(=[O:40])[CH3:39]. The yield is 0.750. (5) The reactants are [CH3:1][O:2][C:3]1[CH:12]=[C:11]([O:13][CH3:14])[CH:10]=[C:9]2[C:4]=1[C:5](=[O:27])[NH:6][C:7]([C:15]1[CH:20]=[CH:19][C:18]([N:21]3[CH2:26][CH2:25][NH:24][CH2:23][CH2:22]3)=[CH:17][CH:16]=1)=[N:8]2.CCN(CC)CC.[C:35](Cl)(=[O:42])[C:36]1[CH:41]=[CH:40][CH:39]=[CH:38][CH:37]=1. The catalyst is C(Cl)Cl. The product is [C:35]([N:24]1[CH2:23][CH2:22][N:21]([C:18]2[CH:19]=[CH:20][C:15]([C:7]3[NH:6][C:5](=[O:27])[C:4]4[C:9](=[CH:10][C:11]([O:13][CH3:14])=[CH:12][C:3]=4[O:2][CH3:1])[N:8]=3)=[CH:16][CH:17]=2)[CH2:26][CH2:25]1)(=[O:42])[C:36]1[CH:41]=[CH:40][CH:39]=[CH:38][CH:37]=1. The yield is 0.640.